This data is from Forward reaction prediction with 1.9M reactions from USPTO patents (1976-2016). The task is: Predict the product of the given reaction. (1) Given the reactants [Cl:1][C:2]1[CH:7]=[CH:6][C:5]([S:8][C:9]2[CH:14]=[CH:13][CH:12]=[CH:11][CH:10]=2)=[C:4]([N+:15]([O-])=O)[CH:3]=1.C(SC1C=CC(N)=CC=1C)C, predict the reaction product. The product is: [Cl:1][C:2]1[CH:7]=[CH:6][C:5]([S:8][C:9]2[CH:14]=[CH:13][CH:12]=[CH:11][CH:10]=2)=[C:4]([CH:3]=1)[NH2:15]. (2) The product is: [Cl:4][P:1]([N:7]([CH2:8][CH3:9])[CH2:5][CH3:6])[N:7]([CH2:8][CH3:9])[CH2:5][CH3:6]. Given the reactants [P:1]([Cl:4])(Cl)Cl.[CH2:5]([NH:7][CH2:8][CH3:9])[CH3:6], predict the reaction product.